This data is from Forward reaction prediction with 1.9M reactions from USPTO patents (1976-2016). The task is: Predict the product of the given reaction. (1) Given the reactants [NH:1]1[CH:5]=[CH:4][C:3]([O:6][CH2:7][C:8]2[C:13]([CH3:14])=[CH:12][CH:11]=[CH:10][C:9]=2[N:15]2[C:19](=[O:20])[N:18]([CH3:21])[N:17]=[N:16]2)=[N:2]1.O[C:23]1[NH:24][C:25]2[CH:31]=[CH:30][CH:29]=[CH:28][C:26]=2[N:27]=1.P(Cl)(Cl)(Cl)=O, predict the reaction product. The product is: [CH3:21][N:18]1[C:19](=[O:20])[N:15]([C:9]2[CH:10]=[CH:11][CH:12]=[C:13]([CH3:14])[C:8]=2[CH2:7][O:6][C:3]2[CH:4]=[CH:5][N:1]([C:23]3[NH:27][C:26]4[CH:28]=[CH:29][CH:30]=[CH:31][C:25]=4[N:24]=3)[N:2]=2)[N:16]=[N:17]1. (2) Given the reactants [F:1][C:2]([F:15])([F:14])[S:3]([O:6]S(C(F)(F)F)(=O)=O)(=[O:5])=[O:4].[CH3:16][O:17][C:18]1[CH:19]=[C:20](O)[CH:21]=[C:22]([CH3:24])[CH:23]=1, predict the reaction product. The product is: [F:1][C:2]([F:15])([F:14])[S:3]([O:6][C:20]1[CH:21]=[C:22]([CH3:24])[CH:23]=[C:18]([O:17][CH3:16])[CH:19]=1)(=[O:5])=[O:4].